Dataset: Catalyst prediction with 721,799 reactions and 888 catalyst types from USPTO. Task: Predict which catalyst facilitates the given reaction. (1) Reactant: CS(C)=O.[OH:5][C:6]1[CH:7]=[CH:8][C:9]([C:12]([OH:14])=O)=[N:10][CH:11]=1.C1N=CN(C(N2C=NC=C2)=O)C=1.O[NH:28][C:29](=[NH:33])[CH:30]([CH3:32])[CH3:31]. Product: [CH:30]([C:29]1[N:33]=[C:12]([C:9]2[N:10]=[CH:11][C:6]([OH:5])=[CH:7][CH:8]=2)[O:14][N:28]=1)([CH3:32])[CH3:31]. The catalyst class is: 425. (2) Product: [CH2:16]([CH:3]([CH2:1][CH3:2])[CH:4]([C:6]1[CH:7]=[CH:8][C:9]([NH:12][C:13](=[O:15])[CH3:14])=[CH:10][CH:11]=1)[OH:5])[CH3:17]. Reactant: [CH2:1]([CH:3]([CH2:16][CH3:17])[C:4]([C:6]1[CH:11]=[CH:10][C:9]([NH:12][C:13](=[O:15])[CH3:14])=[CH:8][CH:7]=1)=[O:5])[CH3:2].[BH4-].[Na+]. The catalyst class is: 5.